From a dataset of Peptide-MHC class II binding affinity with 134,281 pairs from IEDB. Regression. Given a peptide amino acid sequence and an MHC pseudo amino acid sequence, predict their binding affinity value. This is MHC class II binding data. (1) The peptide sequence is IYWTIVKPGDILLIN. The MHC is DRB1_0701 with pseudo-sequence DRB1_0701. The binding affinity (normalized) is 0.800. (2) The peptide sequence is KVDTRAKDPPAGTRK. The MHC is HLA-DQA10201-DQB10303 with pseudo-sequence HLA-DQA10201-DQB10303. The binding affinity (normalized) is 0.